From a dataset of Reaction yield outcomes from USPTO patents with 853,638 reactions. Predict the reaction yield, written as a fraction of the theoretical maximum amount of product (1.0 means a 100% yield; for example, 0.34 means a 34% yield). (1) The reactants are [N:1]1[CH:6]=[CH:5][CH:4]=[CH:3][C:2]=1[N:7]1[CH2:12][CH2:11][NH:10][CH2:9][CH2:8]1.FC1C=CC(N2CCNCC2)=CC=1.[CH:26]1([CH2:29][CH2:30][NH:31][C:32]([C:34]2[N:35]=[N:36][C:37](Cl)=[CH:38][CH:39]=2)=[O:33])[CH2:28][CH2:27]1. No catalyst specified. The product is [CH:26]1([CH2:29][CH2:30][NH:31][C:32]([C:34]2[N:35]=[N:36][C:37]([N:10]3[CH2:9][CH2:8][N:7]([C:2]4[CH:3]=[CH:4][CH:5]=[CH:6][N:1]=4)[CH2:12][CH2:11]3)=[CH:38][CH:39]=2)=[O:33])[CH2:28][CH2:27]1. The yield is 0.300. (2) The reactants are Cl.[C:2]([O:6][C:7](=[O:25])[C@@H:8]([NH2:24])[CH2:9][NH:10][C:11]([C:13]1[S:14][C:15]([CH2:18][CH2:19][C:20]([O:22][CH3:23])=[O:21])=[CH:16][CH:17]=1)=[O:12])([CH3:5])([CH3:4])[CH3:3].C(N(CC)CC)C.[C:33]([C:37]1[CH:42]=[CH:41][C:40]([S:43](Cl)(=[O:45])=[O:44])=[CH:39][CH:38]=1)([CH3:36])([CH3:35])[CH3:34]. The catalyst is ClCCl. The product is [C:2]([O:6][C:7](=[O:25])[C@@H:8]([NH:24][S:43]([C:40]1[CH:41]=[CH:42][C:37]([C:33]([CH3:36])([CH3:35])[CH3:34])=[CH:38][CH:39]=1)(=[O:45])=[O:44])[CH2:9][NH:10][C:11]([C:13]1[S:14][C:15]([CH2:18][CH2:19][C:20]([O:22][CH3:23])=[O:21])=[CH:16][CH:17]=1)=[O:12])([CH3:5])([CH3:3])[CH3:4]. The yield is 0.520.